Dataset: Full USPTO retrosynthesis dataset with 1.9M reactions from patents (1976-2016). Task: Predict the reactants needed to synthesize the given product. (1) Given the product [CH2:1]([O:3][C:4]1([C:7]2[CH:23]=[CH:22][C:10]([OH:11])=[CH:9][C:8]=2[C:24]([CH3:25])([CH3:27])[CH3:26])[CH2:6][CH2:5]1)[CH3:2], predict the reactants needed to synthesize it. The reactants are: [CH2:1]([O:3][C:4]1([C:7]2[CH:23]=[CH:22][C:10]([O:11][Si](C(C)C)(C(C)C)C(C)C)=[CH:9][C:8]=2[C:24]([CH3:27])([CH3:26])[CH3:25])[CH2:6][CH2:5]1)[CH3:2].[F-].C([N+](CCCC)(CCCC)CCCC)CCC. (2) The reactants are: O=C1C2C(=CC=CC=2)C(=O)N1C[C@@H](NC(=O)OC(C)(C)C)CC1C=CC(C2N=C3C(C(O)C)=CC=CN3C=2)=CC=1.Cl.O1CCOCC1.C([N:51]([CH2:55][CH3:56])C(C)C)(C)C.Cl[C:58]1[CH:59]=[C:60]([CH:75]=C[C:77]=1[O:78][CH:79]([CH3:81])[CH3:80])[C:61]([O:63][C:64]1C(F)=C(F)C(F)=C(F)C=1F)=[O:62]. Given the product [C:55]([C:56]1[CH:75]=[C:60]([CH:59]=[CH:58][C:77]=1[O:78][CH:79]([CH3:81])[CH3:80])[C:61]([O:63][CH3:64])=[O:62])#[N:51], predict the reactants needed to synthesize it.